This data is from CYP2D6 substrate classification data from Carbon-Mangels et al.. The task is: Regression/Classification. Given a drug SMILES string, predict its absorption, distribution, metabolism, or excretion properties. Task type varies by dataset: regression for continuous measurements (e.g., permeability, clearance, half-life) or binary classification for categorical outcomes (e.g., BBB penetration, CYP inhibition). Dataset: cyp2d6_substrate_carbonmangels. The compound is C#C[C@]1(O)CC[C@H]2[C@@H]3CCc4cc(O)ccc4[C@H]3CC[C@@]21C. The result is 0 (non-substrate).